Predict the reaction yield, written as a fraction of the theoretical maximum amount of product (1.0 means a 100% yield; for example, 0.34 means a 34% yield). From a dataset of Reaction yield outcomes from USPTO patents with 853,638 reactions. (1) The reactants are [NH2:1][CH:2]1[C:11]2[C:6](=[CH:7][CH:8]=[C:9]([NH:12][C:13]([C:15]3[C:24](=[O:25])[C:23]4[C:18](=[CH:19][CH:20]=[CH:21][CH:22]=4)[NH:17][CH:16]=3)=[O:14])[CH:10]=2)[CH2:5][CH2:4][CH2:3]1.CCN(C(C)C)C(C)C.Cl[C:36]([O:38][CH3:39])=[O:37].N1CCCCC1. The catalyst is CO. The product is [CH3:39][O:38][C:36]([NH:1][CH:2]1[C:11]2[C:6](=[CH:7][CH:8]=[C:9]([NH:12][C:13]([C:15]3[C:24](=[O:25])[C:23]4[C:18](=[CH:19][CH:20]=[CH:21][CH:22]=4)[NH:17][CH:16]=3)=[O:14])[CH:10]=2)[CH2:5][CH2:4][CH2:3]1)=[O:37]. The yield is 0.350. (2) The reactants are [CH2:1]([N:3]1[C:11]2[CH:10]=[C:9]3[NH:12][C:13]([C:15]4[C:19]5[CH2:20][NH:21][CH2:22][CH2:23][C:18]=5[NH:17][N:16]=4)=[N:14][C:8]3=[CH:7][C:6]=2[C:5]([CH3:25])([CH3:24])[C:4]1=[O:26])[CH3:2].[F:27][C:28]1[CH:33]=[CH:32][C:31]([S:34](Cl)(=[O:36])=[O:35])=[CH:30][CH:29]=1.C(N(C(C)C)CC)(C)C. The catalyst is C1COCC1. The product is [CH2:1]([N:3]1[C:11]2[CH:10]=[C:9]3[NH:12][C:13]([C:15]4[C:19]5[CH2:20][N:21]([S:34]([C:31]6[CH:32]=[CH:33][C:28]([F:27])=[CH:29][CH:30]=6)(=[O:36])=[O:35])[CH2:22][CH2:23][C:18]=5[NH:17][N:16]=4)=[N:14][C:8]3=[CH:7][C:6]=2[C:5]([CH3:25])([CH3:24])[C:4]1=[O:26])[CH3:2]. The yield is 0.350.